Dataset: Full USPTO retrosynthesis dataset with 1.9M reactions from patents (1976-2016). Task: Predict the reactants needed to synthesize the given product. (1) The reactants are: [CH2:1]([O:3][C:4]1[CH:9]=[CH:8][CH:7]=[C:6]([F:10])[C:5]=1[N:11]1[CH:15]=[CH:14][C:13]([NH2:16])=[N:12]1)[CH3:2].C(N(CC)CC)C.[Cl:24][C:25]1[CH:33]=[CH:32][CH:31]=[CH:30][C:26]=1[C:27](Cl)=[O:28]. Given the product [Cl:24][C:25]1[CH:33]=[CH:32][CH:31]=[CH:30][C:26]=1[C:27]([NH:16][C:13]1[CH:14]=[CH:15][N:11]([C:5]2[C:6]([F:10])=[CH:7][CH:8]=[CH:9][C:4]=2[O:3][CH2:1][CH3:2])[N:12]=1)=[O:28], predict the reactants needed to synthesize it. (2) Given the product [Cl:14][C:13]1[CH:12]=[CH:11][CH:10]=[C:9]([N+:15]([O-:17])=[O:16])[C:8]=1[S:1][C:2]1[NH:3][CH:4]=[CH:5][N:6]=1, predict the reactants needed to synthesize it. The reactants are: [SH:1][C:2]1[NH:3][CH:4]=[CH:5][N:6]=1.Cl[C:8]1[C:13]([Cl:14])=[CH:12][CH:11]=[CH:10][C:9]=1[N+:15]([O-:17])=[O:16].C(=O)([O-])[O-].[K+].[K+]. (3) Given the product [I:16][C:17]1[CH:18]=[C:19]([CH:22]=[CH:23][CH:24]=1)[CH2:20][NH:21][C:9](=[O:10])[O:11][C:12]([CH3:13])([CH3:14])[CH3:15], predict the reactants needed to synthesize it. The reactants are: [C:9](O[C:9]([O:11][C:12]([CH3:15])([CH3:14])[CH3:13])=[O:10])([O:11][C:12]([CH3:15])([CH3:14])[CH3:13])=[O:10].[I:16][C:17]1[CH:18]=[C:19]([CH:22]=[CH:23][CH:24]=1)[CH2:20][NH2:21].C(N(CC)CC)C.CCOC(C)=O.CCCCCC.CCN(CC)CC.